Task: Predict the reactants needed to synthesize the given product.. Dataset: Full USPTO retrosynthesis dataset with 1.9M reactions from patents (1976-2016) The reactants are: Cl.[CH2:2]([O:4][C:5](=[O:38])[CH2:6][C@H:7]1[O:13][C@H:12]([C:14]2[CH:19]=[CH:18][CH:17]=[C:16]([O:20][CH2:21][CH2:22][CH2:23][NH2:24])[C:15]=2[O:25][CH3:26])[C:11]2[CH:27]=[C:28]([Cl:31])[CH:29]=[CH:30][C:10]=2[N:9]([CH2:32][C:33]([CH3:36])([CH3:35])[CH3:34])[C:8]1=[O:37])[CH3:3].[Cl:39][C:40]1[CH:45]=[CH:44][CH:43]=[CH:42][C:41]=1[CH2:46][CH2:47][CH:48]=O. Given the product [ClH:31].[CH2:2]([O:4][C:5](=[O:38])[CH2:6][C@H:7]1[O:13][C@H:12]([C:14]2[CH:19]=[CH:18][CH:17]=[C:16]([O:20][CH2:21][CH2:22][CH2:23][NH:24][CH2:48][CH2:47][CH2:46][C:41]3[CH:42]=[CH:43][CH:44]=[CH:45][C:40]=3[Cl:39])[C:15]=2[O:25][CH3:26])[C:11]2[CH:27]=[C:28]([Cl:31])[CH:29]=[CH:30][C:10]=2[N:9]([CH2:32][C:33]([CH3:34])([CH3:36])[CH3:35])[C:8]1=[O:37])[CH3:3], predict the reactants needed to synthesize it.